From a dataset of Catalyst prediction with 721,799 reactions and 888 catalyst types from USPTO. Predict which catalyst facilitates the given reaction. (1) Reactant: C[O:2][C:3]([C:5]1[CH:10]=[CH:9][C:8]([O:11][CH2:12][CH2:13][O:14][CH3:15])=[CH:7][N:6]=1)=[O:4].[OH-].[Na+]. Product: [CH3:15][O:14][CH2:13][CH2:12][O:11][C:8]1[CH:9]=[CH:10][C:5]([C:3]([OH:4])=[O:2])=[N:6][CH:7]=1. The catalyst class is: 1. (2) Reactant: [CH3:1][C:2]1[NH:3][C:4](=[O:26])[C:5]([CH2:11][C:12]2[CH:17]=[CH:16][C:15]([C:18]3[C:19]([C:24]#[N:25])=[CH:20][CH:21]=[CH:22][CH:23]=3)=[CH:14][CH:13]=2)=[C:6]([CH2:8][CH2:9][CH3:10])[N:7]=1.[H-].[Na+].CN(C)C=O.Br[CH2:35][C:36]1[S:37][CH:38]=[CH:39][CH:40]=1. Product: [CH3:1][C:2]1[N:3]([CH2:35][C:36]2[S:37][CH:38]=[CH:39][CH:40]=2)[C:4](=[O:26])[C:5]([CH2:11][C:12]2[CH:17]=[CH:16][C:15]([C:18]3[C:19]([C:24]#[N:25])=[CH:20][CH:21]=[CH:22][CH:23]=3)=[CH:14][CH:13]=2)=[C:6]([CH2:8][CH2:9][CH3:10])[N:7]=1. The catalyst class is: 13. (3) Reactant: [CH3:1][S:2](Cl)(=[O:4])=[O:3].C([O:8][C:9](=O)[CH:10]([NH2:34])[CH2:11][C:12]1[C:20]2[C:15](=[CH:16][CH:17]=[CH:18][CH:19]=2)[N:14]([C:21]2[CH:26]=[CH:25][C:24]([O:27][C:28]3[CH:33]=[CH:32][CH:31]=[CH:30][CH:29]=3)=[CH:23][CH:22]=2)[CH:13]=1)C.C([N:38](CC)CC)C. Product: [CH3:1][S:2]([NH:34][CH:10]([CH2:11][C:12]1[C:20]2[C:15](=[CH:16][CH:17]=[CH:18][CH:19]=2)[N:14]([C:21]2[CH:22]=[CH:23][C:24]([O:27][C:28]3[CH:33]=[CH:32][CH:31]=[CH:30][CH:29]=3)=[CH:25][CH:26]=2)[CH:13]=1)[C:9]([NH2:38])=[O:8])(=[O:4])=[O:3]. The catalyst class is: 22. (4) Reactant: [Cl:1][C:2]1[CH:11]=[CH:10][C:9]([NH:12][S:13]([C:16]2[CH:21]=[CH:20][C:19]([C:22]([F:25])([F:24])[F:23])=[CH:18][C:17]=2[N+:26]([O-])=O)(=[O:15])=[O:14])=[C:8]2[C:3]=1[CH:4]=[CH:5][CH:6]=[N:7]2.Cl[Sn]Cl. Product: [NH2:26][C:17]1[CH:18]=[C:19]([C:22]([F:24])([F:23])[F:25])[CH:20]=[CH:21][C:16]=1[S:13]([NH:12][C:9]1[CH:10]=[CH:11][C:2]([Cl:1])=[C:3]2[C:8]=1[N:7]=[CH:6][CH:5]=[CH:4]2)(=[O:14])=[O:15]. The catalyst class is: 14. (5) Reactant: [N:1]#[C:2]Br.[C:4]([O-:7])([O-])=O.[Na+].[Na+].O1[CH2:14][CH2:13][CH2:12][C@@H:11]1[NH:15]C. Product: [O:7]1[CH2:4][CH2:14][CH2:13][C@@H:12]1[CH2:11][NH:15][C:2]#[N:1]. The catalyst class is: 28. (6) The catalyst class is: 6. Reactant: Cl.Cl.[CH2:3]([O:10][CH2:11][C@H:12]1[CH2:17][NH:16][CH2:15][CH2:14][NH:13]1)[C:4]1[CH:9]=[CH:8][CH:7]=[CH:6][CH:5]=1.C(Cl)Cl.C(N(CC)CC)C.[S:28]1[CH:32]=[CH:31][CH:30]=[C:29]1[S:33](Cl)(=[O:35])=[O:34]. Product: [CH2:3]([O:10][CH2:11][C@@H:12]1[NH:13][CH2:14][CH2:15][N:16]([S:33]([C:29]2[S:28][CH:32]=[CH:31][CH:30]=2)(=[O:35])=[O:34])[CH2:17]1)[C:4]1[CH:9]=[CH:8][CH:7]=[CH:6][CH:5]=1. (7) The catalyst class is: 12. Product: [Cl:2][CH2:3][CH2:4][N:5]([CH2:6][CH2:7][OH:8])[C:31]1[C:32]([N+:38]([O-:40])=[O:39])=[CH:33][C:34]([N+:35]([O-:37])=[O:36])=[CH:17][C:18]=1[C:19]([NH:21][CH2:22][CH2:23][O:24][CH:25]1[CH2:30][CH2:29][CH2:28][CH2:27][O:26]1)=[O:20]. Reactant: Cl.[Cl:2][CH2:3][CH2:4][NH:5][CH2:6][CH2:7][OH:8].CCN(CC)CC.Cl[C:17]1[C:34]([N+:35]([O-:37])=[O:36])=[CH:33][C:32]([N+:38]([O-:40])=[O:39])=[CH:31][C:18]=1[C:19]([NH:21][CH2:22][CH2:23][O:24][CH:25]1[CH2:30][CH2:29][CH2:28][CH2:27][O:26]1)=[O:20].O. (8) Reactant: Br[C:2]1[S:3][CH:4]=[C:5]([C:7]2[CH:12]=[CH:11][C:10]([NH:13][S:14]([C:17]([F:20])([F:19])[F:18])(=[O:16])=[O:15])=[CH:9][C:8]=2[Cl:21])[N:6]=1.[CH3:22][C:23]1[C:27](B2OC(C)(C)C(C)(C)O2)=[C:26]([CH3:37])[O:25][N:24]=1.C(=O)([O-])[O-].[K+].[K+].CN(C)C=O. Product: [Cl:21][C:8]1[CH:9]=[C:10]([NH:13][S:14]([C:17]([F:20])([F:19])[F:18])(=[O:16])=[O:15])[CH:11]=[CH:12][C:7]=1[C:5]1[N:6]=[C:2]([C:27]2[C:23]([CH3:22])=[N:24][O:25][C:26]=2[CH3:37])[S:3][CH:4]=1. The catalyst class is: 103.